From a dataset of Reaction yield outcomes from USPTO patents with 853,638 reactions. Predict the reaction yield, written as a fraction of the theoretical maximum amount of product (1.0 means a 100% yield; for example, 0.34 means a 34% yield). (1) The reactants are C1C=C(Cl)C=C(C(OO)=[O:9])C=1.[CH2:12]([N:16]([C:29]1[CH:34]=[CH:33][CH:32]=[CH:31][CH:30]=1)[S:17]([C:20]1[CH:25]=[CH:24][CH:23]=[CH:22][C:21]=1[N+:26]([O-:28])=[O:27])(=[O:19])=[O:18])[CH2:13][CH:14]=[CH2:15]. The catalyst is C(Cl)(Cl)Cl.O.C([O-])(O)=O.[Na+]. The product is [N+:26]([C:21]1[CH:22]=[CH:23][CH:24]=[CH:25][C:20]=1[S:17]([N:16]([CH2:12][CH2:13][CH:14]1[CH2:15][O:9]1)[C:29]1[CH:34]=[CH:33][CH:32]=[CH:31][CH:30]=1)(=[O:19])=[O:18])([O-:28])=[O:27]. The yield is 0.969. (2) The reactants are [CH2:1]([C:3]1[C:8](=[O:9])[NH:7][C:6]([CH3:10])=[C:5]([C:11]2[S:15][C:14]([S:16]([Cl:19])(=[O:18])=[O:17])=[CH:13][CH:12]=2)[CH:4]=1)[CH3:2].[C:20]1([NH:26][CH2:27][C@@H:28]2[CH2:32][CH2:31][CH2:30][NH:29]2)[CH:25]=[CH:24][CH:23]=[CH:22][CH:21]=1. No catalyst specified. The product is [ClH:19].[CH2:1]([C:3]1[C:8](=[O:9])[NH:7][C:6]([CH3:10])=[C:5]([C:11]2[S:15][C:14]([S:16]([N:29]3[CH2:30][CH2:31][CH2:32][C@H:28]3[CH2:27][NH:26][C:20]3[CH:25]=[CH:24][CH:23]=[CH:22][CH:21]=3)(=[O:18])=[O:17])=[CH:13][CH:12]=2)[CH:4]=1)[CH3:2]. The yield is 0.770. (3) The catalyst is C1COCC1.[Ni]. The product is [F:14][C:2]([F:1])([CH3:13])[CH2:3][O:4][C:5]1[C:10]([CH2:11][NH2:12])=[CH:9][N:8]=[CH:7][N:6]=1. The yield is 0.370. The reactants are [F:1][C:2]([F:14])([CH3:13])[CH2:3][O:4][C:5]1[C:10]([C:11]#[N:12])=[CH:9][N:8]=[CH:7][N:6]=1. (4) The reactants are [NH:1]1[CH2:6][CH2:5][CH:4]([C:7]([O:9][CH3:10])=[O:8])[CH2:3][CH2:2]1.C(N(CC)CC)C.[CH2:18](Br)[C:19]1[CH:24]=[CH:23][CH:22]=[CH:21][CH:20]=1.O. The catalyst is C(Cl)(Cl)Cl. The product is [CH2:18]([N:1]1[CH2:6][CH2:5][CH:4]([C:7]([O:9][CH3:10])=[O:8])[CH2:3][CH2:2]1)[C:19]1[CH:24]=[CH:23][CH:22]=[CH:21][CH:20]=1. The yield is 0.880.